This data is from Catalyst prediction with 721,799 reactions and 888 catalyst types from USPTO. The task is: Predict which catalyst facilitates the given reaction. (1) Reactant: [C:1]([C:3]1[C:8]2[N:9]=[C:10]([CH2:12][N:13](C)[C:14](=O)OCC3C=CC=CC=3)[O:11][C:7]=2[C:6]([F:25])=[C:5]([C:26]2[CH:31]=[CH:30][CH:29]=[CH:28][CH:27]=2)[C:4]=1[CH3:32])#[N:2]. The catalyst class is: 349. Product: [F:25][C:6]1[C:5]([C:26]2[CH:31]=[CH:30][CH:29]=[CH:28][CH:27]=2)=[C:4]([CH3:32])[C:3]([C:1]#[N:2])=[C:8]2[C:7]=1[O:11][C:10]([CH2:12][NH:13][CH3:14])=[N:9]2. (2) Reactant: [C:1]([O:5][C:6]([NH:8][C:9]1[CH:16]=[CH:15][C:12]([O:13]C)=[CH:11][CH:10]=1)=[O:7])([CH3:4])([CH3:3])[CH3:2].[C:17]([Li])(C)(C)C.[CH2:22]1[O:24][CH2:23]1.[Cl-].[NH4+]. Product: [OH:13][CH2:12][CH2:15][C:16]1[C:23]([O:24][CH3:22])=[CH:17][CH:11]=[CH:10][C:9]=1[NH:8][C:6]([O:5][C:1]([CH3:2])([CH3:3])[CH3:4])=[O:7]. The catalyst class is: 28. (3) Reactant: [CH3:1][O:2][C:3](=[O:20])[C:4]1[CH:9]=[C:8]([C:10]#[C:11][C:12]2[CH:13]=[N:14][C:15]([Cl:19])=[CH:16][C:17]=2[NH2:18])[CH:7]=[N:6][CH:5]=1.[CH3:21]C([O-])(C)C.[K+].CI. Product: [CH3:1][O:2][C:3](=[O:20])[C:4]1[CH:9]=[C:8]([C:10]2[N:18]([CH3:21])[C:17]3[CH:16]=[C:15]([Cl:19])[N:14]=[CH:13][C:12]=3[CH:11]=2)[CH:7]=[N:6][CH:5]=1. The catalyst class is: 37. (4) Reactant: Cl.[F:2][C:3]1[CH:11]=[C:10]2[C:6]([C:7]([C:21]3[CH:22]=[N:23][N:24]([CH:26]4[CH2:31][CH2:30][NH:29][CH2:28][CH2:27]4)[CH:25]=3)=[CH:8][N:9]2[S:12]([C:15]2[CH:20]=[CH:19][CH:18]=[CH:17][CH:16]=2)(=[O:14])=[O:13])=[CH:5][CH:4]=1.CCN(CC)CC.[CH3:39][S:40](Cl)(=[O:42])=[O:41]. Product: [F:2][C:3]1[CH:11]=[C:10]2[C:6]([C:7]([C:21]3[CH:22]=[N:23][N:24]([CH:26]4[CH2:31][CH2:30][N:29]([S:40]([CH3:39])(=[O:42])=[O:41])[CH2:28][CH2:27]4)[CH:25]=3)=[CH:8][N:9]2[S:12]([C:15]2[CH:16]=[CH:17][CH:18]=[CH:19][CH:20]=2)(=[O:13])=[O:14])=[CH:5][CH:4]=1. The catalyst class is: 2. (5) Reactant: [CH2:1]([C@H:4]1[N:11]([S:12]([C:15]2[CH:16]=[CH:17][CH:18]=[C:19]3[C:24]=2[N:23]=[CH:22][CH:21]=[CH:20]3)(=[O:14])=[O:13])[CH2:10][C:9]2[CH:25]=[CH:26][CH:27]=[CH:28][C:8]=2[CH2:7][O:6][CH2:5]1)[CH:2]=[CH2:3].[CH2:29]([Zn]CC)C.ICI.[Cl-].[NH4+]. Product: [CH:2]1([CH2:1][C@H:4]2[N:11]([S:12]([C:15]3[CH:16]=[CH:17][CH:18]=[C:19]4[C:24]=3[N:23]=[CH:22][CH:21]=[CH:20]4)(=[O:14])=[O:13])[CH2:10][C:9]3[CH:25]=[CH:26][CH:27]=[CH:28][C:8]=3[CH2:7][O:6][CH2:5]2)[CH2:29][CH2:3]1. The catalyst class is: 1. (6) Reactant: N#N.[Cl-].[CH3:4][O:5]C[P+](C1C=CC=CC=1)(C1C=CC=CC=1)C1C=CC=CC=1.[Li+].CC([N-]C(C)C)C.[CH2:34]1[C:39]2([CH2:44][CH2:43][CH2:42][CH2:41][CH2:40]2)[CH2:38][CH2:37][C:36](=O)[CH2:35]1.Cl.C([O-])(O)=O.[Na+]. Product: [CH2:34]1[C:39]2([CH2:44][CH2:43][CH2:42][CH2:41][CH2:40]2)[CH2:38][CH2:37][CH:36]([CH:4]=[O:5])[CH2:35]1. The catalyst class is: 1. (7) Reactant: [Br:1][C:2]1[CH:7]=[CH:6][C:5]([CH:8]([CH3:12])[C:9]([OH:11])=O)=[CH:4][CH:3]=1.CC[N:15]([CH:19]([CH3:21])[CH3:20])C(C)C.CN(C(ON1N=NC2C=CC=CC1=2)=[N+](C)C)C.[B-](F)(F)(F)F.C1(N)CC1. Product: [Br:1][C:2]1[CH:3]=[CH:4][C:5]([CH:8]([CH3:12])[C:9]([NH:15][CH:19]2[CH2:21][CH2:20]2)=[O:11])=[CH:6][CH:7]=1. The catalyst class is: 18.